This data is from Full USPTO retrosynthesis dataset with 1.9M reactions from patents (1976-2016). The task is: Predict the reactants needed to synthesize the given product. (1) Given the product [OH:15][CH:13]([C:3]1[O:4][C:5](=[O:12])[C:6]2[C:11]([C:2]=1[C:21]1[CH:20]=[CH:19][N:18]=[C:17]([CH3:16])[CH:22]=1)=[CH:10][CH:9]=[CH:8][CH:7]=2)[CH3:14], predict the reactants needed to synthesize it. The reactants are: Br[C:2]1[C:11]2[C:6](=[CH:7][CH:8]=[CH:9][CH:10]=2)[C:5](=[O:12])[O:4][C:3]=1[CH:13]([OH:15])[CH3:14].[CH3:16][C:17]1[CH:22]=[C:21](B(O)O)[CH:20]=[CH:19][N:18]=1.C([O-])([O-])=O.[Cs+].[Cs+]. (2) The reactants are: [CH3:1][C:2]1[O:3][C:4]2[C:9]([C:10](=[O:12])[CH:11]=1)=[CH:8][CH:7]=[CH:6][C:5]=2[CH:13]=O.[CH3:15][O:16][C:17]1[CH:18]=[C:19]([C:23](=[O:28])[CH2:24][C:25](=[O:27])[CH3:26])[CH:20]=[CH:21][CH:22]=1.C(O)(=O)C.N1CCCCC1. Given the product [CH3:15][O:16][C:17]1[CH:18]=[C:19]([C:23](=[O:28])[C:24](=[CH:13][C:5]2[CH:6]=[CH:7][CH:8]=[C:9]3[C:4]=2[O:3][C:2]([CH3:1])=[CH:11][C:10]3=[O:12])[C:25](=[O:27])[CH3:26])[CH:20]=[CH:21][CH:22]=1, predict the reactants needed to synthesize it. (3) Given the product [CH:15]([C@@H:3]1[C@@:2]([OH:1])([C:17]2[CH:18]=[CH:19][C:20]([CH2:23][O:24][CH2:25][C@@H:26]([CH3:30])[CH2:27][O:28][CH3:29])=[CH:21][CH:22]=2)[CH2:7][CH2:6][N:5]([C:8]([O:10][C:11]([CH3:12])([CH3:14])[CH3:13])=[O:9])[CH2:4]1)=[O:16], predict the reactants needed to synthesize it. The reactants are: [OH:1][C@:2]1([C:17]2[CH:22]=[CH:21][C:20]([CH2:23][O:24][CH2:25][C@@H:26]([CH3:30])[CH2:27][O:28][CH3:29])=[CH:19][CH:18]=2)[CH2:7][CH2:6][N:5]([C:8]([O:10][C:11]([CH3:14])([CH3:13])[CH3:12])=[O:9])[CH2:4][C@@H:3]1[CH2:15][OH:16].CC(OI1(OC(C)=O)(OC(C)=O)OC(=O)C2C=CC=CC1=2)=O.N1C=CC=CC=1.C(O)(C)(C)C. (4) Given the product [C:11]([O:15][C:16]([N:18]1[CH2:19][CH2:20][CH:21]([N:24]2[C:28]3=[N:29][CH:30]=[N:31][C:32]([O:10][C:3]4[CH:4]=[CH:5][C:6]([O:8][CH3:9])=[CH:7][C:2]=4[Cl:1])=[C:27]3[CH:26]=[N:25]2)[CH2:22][CH2:23]1)=[O:17])([CH3:14])([CH3:12])[CH3:13], predict the reactants needed to synthesize it. The reactants are: [Cl:1][C:2]1[CH:7]=[C:6]([O:8][CH3:9])[CH:5]=[CH:4][C:3]=1[OH:10].[C:11]([O:15][C:16]([N:18]1[CH2:23][CH2:22][CH:21]([N:24]2[C:28]3=[N:29][CH:30]=[N:31][C:32](Cl)=[C:27]3[CH:26]=[N:25]2)[CH2:20][CH2:19]1)=[O:17])([CH3:14])([CH3:13])[CH3:12].C(=O)([O-])[O-].[K+].[K+].C(=O)([O-])[O-].[Na+].[Na+]. (5) Given the product [CH3:13][N:14]1[C:22]2[C:17](=[CH:18][CH:19]=[CH:20][CH:21]=2)[C:16]([C:23]([OH:25])=[O:24])=[C:15]1[CH3:1], predict the reactants needed to synthesize it. The reactants are: [CH:1](NC(C)C)(C)C.C([Li])CCC.[CH3:13][N:14]1[C:22]2[C:17](=[CH:18][CH:19]=[CH:20][CH:21]=2)[C:16]([C:23]([OH:25])=[O:24])=[CH:15]1.CI. (6) Given the product [ClH:1].[ClH:1].[Cl:1][C:2]1[CH:3]=[C:4]([NH:17][C:18]2[C:27]3[C:22](=[CH:23][CH:24]=[C:25]([C:28](=[N:48][O:47][CH2:46][C@H:42]4[O:43][CH2:44][CH2:45][NH:40][CH2:41]4)[C:29]#[C:30][CH3:31])[CH:26]=3)[N:21]=[CH:20][N:19]=2)[CH:5]=[CH:6][C:7]=1[O:8][CH2:9][C:10]1[CH:15]=[CH:14][CH:13]=[C:12]([F:16])[CH:11]=1, predict the reactants needed to synthesize it. The reactants are: [Cl:1][C:2]1[CH:3]=[C:4]([NH:17][C:18]2[C:27]3[C:22](=[CH:23][CH:24]=[C:25]([C:28](=O)[C:29]#[C:30][CH3:31])[CH:26]=3)[N:21]=[CH:20][N:19]=2)[CH:5]=[CH:6][C:7]=1[O:8][CH2:9][C:10]1[CH:15]=[CH:14][CH:13]=[C:12]([F:16])[CH:11]=1.C(OC([N:40]1[CH2:45][CH2:44][O:43][C@H:42]([CH2:46][O:47][NH2:48])[CH2:41]1)=O)(C)(C)C.CS(O)(=O)=O.C(=O)(O)[O-].[Na+].